Dataset: Full USPTO retrosynthesis dataset with 1.9M reactions from patents (1976-2016). Task: Predict the reactants needed to synthesize the given product. The reactants are: [Cl:1][C:2]1[N:10]=[C:9]2[C:5]([N:6]=[CH:7][NH:8]2)=[C:4]([N:11]2[CH2:16][CH2:15][O:14][CH2:13][CH2:12]2)[N:3]=1.Br[CH2:18][CH3:19].[OH-].[Na+]. Given the product [Cl:1][C:2]1[N:10]=[C:9]2[C:5]([N:6]=[CH:7][N:8]2[CH2:18][CH3:19])=[C:4]([N:11]2[CH2:12][CH2:13][O:14][CH2:15][CH2:16]2)[N:3]=1, predict the reactants needed to synthesize it.